This data is from Reaction yield outcomes from USPTO patents with 853,638 reactions. The task is: Predict the reaction yield, written as a fraction of the theoretical maximum amount of product (1.0 means a 100% yield; for example, 0.34 means a 34% yield). (1) The reactants are [CH3:1][N:2]([CH3:25])[C:3]([C:5]1[N:14]([C:15]2[CH:20]=[CH:19][CH:18]=[C:17]([C:21]([CH3:24])([CH3:23])[CH3:22])[CH:16]=2)[C:8]2[N:9]=[C:10](Cl)[N:11]=[CH:12][C:7]=2[CH:6]=1)=[O:4].[C:26]([O:30][C:31]([N:33]1[CH:38]2[CH2:39][CH2:40][CH:34]1[CH2:35][N:36]([C:41]([C:43]1[CH:44]=[N:45][C:46]([NH2:49])=[CH:47][CH:48]=1)=[O:42])[CH2:37]2)=[O:32])([CH3:29])([CH3:28])[CH3:27]. No catalyst specified. The product is [C:26]([O:30][C:31]([N:33]1[CH:34]2[CH2:40][CH2:39][CH:38]1[CH2:37][N:36]([C:41]([C:43]1[CH:44]=[N:45][C:46]([NH:49][C:10]3[N:11]=[CH:12][C:7]4[CH:6]=[C:5]([C:3](=[O:4])[N:2]([CH3:25])[CH3:1])[N:14]([C:15]5[CH:20]=[CH:19][CH:18]=[C:17]([C:21]([CH3:24])([CH3:23])[CH3:22])[CH:16]=5)[C:8]=4[N:9]=3)=[CH:47][CH:48]=1)=[O:42])[CH2:35]2)=[O:32])([CH3:29])([CH3:27])[CH3:28]. The yield is 0.600. (2) The reactants are [NH2:1][C:2]1[CH:7]=[C:6]([C:8]#[N:9])[CH:5]=[CH:4][C:3]=1[CH2:10][C:11]([O:13][CH3:14])=[O:12].Cl.[N:16]1[CH:21]=[CH:20][CH:19]=[CH:18][C:17]=1[C:22](Cl)=[O:23].O.C(=O)([O-])[O-].[K+].[K+]. The catalyst is CN(C)C1C=CN=CC=1.CN(C)C=O. The product is [C:8]([C:6]1[CH:5]=[CH:4][C:3]([CH2:10][C:11]([O:13][CH3:14])=[O:12])=[C:2]([NH:1][C:22]([C:17]2[CH:18]=[CH:19][CH:20]=[CH:21][N:16]=2)=[O:23])[CH:7]=1)#[N:9]. The yield is 0.580. (3) The reactants are [Cl:1][C:2]1[CH:3]=[CH:4][C:5]([CH2:9][OH:10])=[C:6]([OH:8])[CH:7]=1. The catalyst is ClCCl.O1CCCC1. The product is [Cl:1][C:2]1[CH:3]=[CH:4][C:5]([CH:9]=[O:10])=[C:6]([OH:8])[CH:7]=1. The yield is 0.720. (4) No catalyst specified. The product is [CH3:26][NH:27][C:16]([C:12]1[C:8]2[CH:7]=[CH:6][C:5]([OH:4])=[CH:15][C:9]=2[S:10][C:11]=1[CH2:13][CH3:14])=[O:20]. The reactants are C([O:4][C:5]1[CH:6]=[CH:7][C:8]2[CH:12]=[C:11]([CH2:13][CH3:14])[S:10][C:9]=2[CH:15]=1)(=O)C.[C:16](Cl)(=[O:20])C(Cl)=O.[Al+3].[Cl-].[Cl-].[Cl-].[CH3:26][NH2:27]. The yield is 0.820. (5) The product is [CH3:1][C:2]1[CH:7]=[CH:6][C:5]([S:8]([O:11][CH2:12][CH:13]2[CH2:17][C:16]3[CH:18]=[C:19]([C:23]([F:26])([F:25])[F:24])[CH:20]=[C:21]([C:29]4[CH:30]=[CH:31][CH:32]=[CH:33][C:28]=4[F:27])[C:15]=3[O:14]2)(=[O:10])=[O:9])=[CH:4][CH:3]=1. No catalyst specified. The reactants are [CH3:1][C:2]1[CH:7]=[CH:6][C:5]([S:8]([O:11][CH2:12][CH:13]2[CH2:17][C:16]3[CH:18]=[C:19]([C:23]([F:26])([F:25])[F:24])[CH:20]=[C:21](Br)[C:15]=3[O:14]2)(=[O:10])=[O:9])=[CH:4][CH:3]=1.[F:27][C:28]1[CH:33]=[CH:32][CH:31]=[CH:30][C:29]=1B(O)O.C(C1C=CC=CC=1B1OC(C)(C)C(C)(C)O1)(C)C. The yield is 0.810.